Dataset: Forward reaction prediction with 1.9M reactions from USPTO patents (1976-2016). Task: Predict the product of the given reaction. (1) Given the reactants [C:1]([OH:5])(C)([CH3:3])[CH3:2].CC[C@@H]1[C@@H]2C[C@H]([C@@H](OC3C4C(=CC=CC=4)C(O[C@@H](C4C=CN=C5C=4C=C(OC)C=C5)[C@@H]4N5C[C@H](CC)[C@@H](CC5)C4)=NN=3)C3C=CN=C4C=3C=C([O:27]C)C=C4)N(CC2)C1.[F:64][C:65]([F:77])([F:76])[CH2:66][O:67][C:68]1[CH:73]=[CH:72]C(C=C)=[CH:70][N:69]=1, predict the reaction product. The product is: [F:64][C:65]([F:77])([F:76])[CH2:66][O:67][C:68]1[N:69]=[CH:70][C:2]([CH:1]([OH:5])[CH2:3][OH:27])=[CH:72][CH:73]=1. (2) The product is: [NH2:3][C:4]1[C:13]([I:1])=[CH:12][C:11]([F:14])=[CH:10][C:5]=1[C:6]([O:8][CH3:9])=[O:7]. Given the reactants [I:1]I.[NH2:3][C:4]1[CH:13]=[CH:12][C:11]([F:14])=[CH:10][C:5]=1[C:6]([O:8][CH3:9])=[O:7], predict the reaction product.